This data is from Reaction yield outcomes from USPTO patents with 853,638 reactions. The task is: Predict the reaction yield, written as a fraction of the theoretical maximum amount of product (1.0 means a 100% yield; for example, 0.34 means a 34% yield). (1) The reactants are [CH3:1][O:2][C:3]([C:5]1[CH:13]=[C:12]2[C:8]([CH:9]=[N:10][NH:11]2)=[C:7]([C:14]2[CH:19]=[CH:18][C:17]([CH3:20])=[CH:16][N:15]=2)[CH:6]=1)=[O:4].I[C:22]1[CH:27]=[CH:26][CH:25]=[CH:24][CH:23]=1.CN[C@H]1CCCC[C@@H]1NC.C([O-])([O-])=O.[Cs+].[Cs+]. The catalyst is CN(C=O)C.[Cu]I. The product is [CH3:1][O:2][C:3]([C:5]1[CH:13]=[C:12]2[C:8]([CH:9]=[N:10][N:11]2[C:22]2[CH:27]=[CH:26][CH:25]=[CH:24][CH:23]=2)=[C:7]([C:14]2[CH:19]=[CH:18][C:17]([CH3:20])=[CH:16][N:15]=2)[CH:6]=1)=[O:4]. The yield is 0.530. (2) The reactants are [F:1][C:2]1[CH:3]=[C:4]([OH:9])[CH:5]=[C:6]([CH3:8])[CH:7]=1.[Si:10](Cl)([C:13]([CH3:16])([CH3:15])[CH3:14])([CH3:12])[CH3:11].N1C=CN=C1. The catalyst is ClCCl. The product is [C:13]([Si:10]([O:9][C:4]1[CH:5]=[C:6]([CH3:8])[CH:7]=[C:2]([F:1])[CH:3]=1)([CH3:12])[CH3:11])([CH3:16])([CH3:15])[CH3:14]. The yield is 1.00. (3) The reactants are [OH:1][C:2]1[CH:7]=[CH:6][C:5]([CH2:8][CH2:9][C:10]([OH:12])=[O:11])=[CH:4][CH:3]=1.[C:13]([O-])([O-])=O.[K+].[K+].CI. The catalyst is CN(C=O)C. The product is [OH:1][C:2]1[CH:3]=[CH:4][C:5]([CH2:8][CH2:9][C:10]([O:12][CH3:13])=[O:11])=[CH:6][CH:7]=1. The yield is 0.959.